This data is from Forward reaction prediction with 1.9M reactions from USPTO patents (1976-2016). The task is: Predict the product of the given reaction. (1) Given the reactants [Cl:1][CH2:2][C:3]1([CH3:9])[NH:7][C:6](=[O:8])[CH2:5][CH2:4]1.[Cl:10]OC(C)(C)C, predict the reaction product. The product is: [Cl:10][N:7]1[C:3]([CH2:2][Cl:1])([CH3:9])[CH2:4][CH2:5][C:6]1=[O:8]. (2) Given the reactants [F:1][C:2]([F:11])([F:10])[C:3]1[C:4]([NH2:9])=[N:5][CH:6]=[CH:7][CH:8]=1.C1C(=O)N([Br:19])C(=O)C1, predict the reaction product. The product is: [Br:19][C:7]1[CH:8]=[C:3]([C:2]([F:1])([F:10])[F:11])[C:4]([NH2:9])=[N:5][CH:6]=1.